Task: Predict which catalyst facilitates the given reaction.. Dataset: Catalyst prediction with 721,799 reactions and 888 catalyst types from USPTO (1) Reactant: [C:1]1([C:7]2[CH:12]=[CH:11][C:10]([C:13]3[O:14][CH2:15][C:16]([CH3:19])([CH3:18])[N:17]=3)=[C:9](OC)[CH:8]=2)[CH:6]=[CH:5][CH:4]=[CH:3][CH:2]=1.[CH2:22]([Mg]Br)[CH2:23][CH3:24].[Cl-].[NH4+]. Product: [C:1]1([C:7]2[CH:12]=[CH:11][C:10]([C:13]3[O:14][CH2:15][C:16]([CH3:19])([CH3:18])[N:17]=3)=[C:9]([CH2:22][CH2:23][CH3:24])[CH:8]=2)[CH:6]=[CH:5][CH:4]=[CH:3][CH:2]=1. The catalyst class is: 7. (2) Reactant: [NH2:1][C:2]1[S:3][C:4]2[CH:10]=[C:9]([O:11][C:12]3[CH:13]=[C:14]([NH:19][C:20](=[O:32])[C:21]4[CH:26]=[CH:25][CH:24]=[C:23]([C:27]([C:30]#[N:31])([CH3:29])[CH3:28])[CH:22]=4)[CH:15]=[CH:16][C:17]=3[CH3:18])[CH:8]=[CH:7][C:5]=2[N:6]=1.[CH:33]1([C:36](Cl)=[O:37])[CH2:35][CH2:34]1. Product: [C:30]([C:27]([C:23]1[CH:22]=[C:21]([CH:26]=[CH:25][CH:24]=1)[C:20]([NH:19][C:14]1[CH:15]=[CH:16][C:17]([CH3:18])=[C:12]([O:11][C:9]2[CH:8]=[CH:7][C:5]3[N:6]=[C:2]([NH:1][C:36]([CH:33]4[CH2:35][CH2:34]4)=[O:37])[S:3][C:4]=3[CH:10]=2)[CH:13]=1)=[O:32])([CH3:29])[CH3:28])#[N:31]. The catalyst class is: 277.